Dataset: Peptide-MHC class I binding affinity with 185,985 pairs from IEDB/IMGT. Task: Regression. Given a peptide amino acid sequence and an MHC pseudo amino acid sequence, predict their binding affinity value. This is MHC class I binding data. (1) The binding affinity (normalized) is 0.243. The MHC is SLA-10401 with pseudo-sequence SLA-10401. The peptide sequence is SYAYMRNGW. (2) The MHC is Patr-B1301 with pseudo-sequence Patr-B1301. The peptide sequence is FPDHQLDPAF. The binding affinity (normalized) is 0.667.